Regression. Given two drug SMILES strings and cell line genomic features, predict the synergy score measuring deviation from expected non-interaction effect. From a dataset of NCI-60 drug combinations with 297,098 pairs across 59 cell lines. (1) Drug 1: CCC(=C(C1=CC=CC=C1)C2=CC=C(C=C2)OCCN(C)C)C3=CC=CC=C3.C(C(=O)O)C(CC(=O)O)(C(=O)O)O. Drug 2: CN1C(=O)N2C=NC(=C2N=N1)C(=O)N. Cell line: CCRF-CEM. Synergy scores: CSS=20.8, Synergy_ZIP=-6.37, Synergy_Bliss=0.151, Synergy_Loewe=4.15, Synergy_HSA=4.81. (2) Drug 1: C1CCN(CC1)CCOC2=CC=C(C=C2)C(=O)C3=C(SC4=C3C=CC(=C4)O)C5=CC=C(C=C5)O. Drug 2: CC1CCC2CC(C(=CC=CC=CC(CC(C(=O)C(C(C(=CC(C(=O)CC(OC(=O)C3CCCCN3C(=O)C(=O)C1(O2)O)C(C)CC4CCC(C(C4)OC)OCCO)C)C)O)OC)C)C)C)OC. Cell line: SK-MEL-5. Synergy scores: CSS=7.76, Synergy_ZIP=3.74, Synergy_Bliss=6.36, Synergy_Loewe=-19.0, Synergy_HSA=-2.83.